This data is from NCI-60 drug combinations with 297,098 pairs across 59 cell lines. The task is: Regression. Given two drug SMILES strings and cell line genomic features, predict the synergy score measuring deviation from expected non-interaction effect. (1) Drug 1: C(CC(=O)O)C(=O)CN.Cl. Drug 2: C1=NNC2=C1C(=O)NC=N2. Cell line: U251. Synergy scores: CSS=9.24, Synergy_ZIP=5.88, Synergy_Bliss=5.79, Synergy_Loewe=3.11, Synergy_HSA=4.84. (2) Drug 1: CCCS(=O)(=O)NC1=C(C(=C(C=C1)F)C(=O)C2=CNC3=C2C=C(C=N3)C4=CC=C(C=C4)Cl)F. Drug 2: CC1CCC2CC(C(=CC=CC=CC(CC(C(=O)C(C(C(=CC(C(=O)CC(OC(=O)C3CCCCN3C(=O)C(=O)C1(O2)O)C(C)CC4CCC(C(C4)OC)OCCO)C)C)O)OC)C)C)C)OC. Cell line: A549. Synergy scores: CSS=45.1, Synergy_ZIP=9.89, Synergy_Bliss=9.87, Synergy_Loewe=0.455, Synergy_HSA=9.15. (3) Synergy scores: CSS=73.9, Synergy_ZIP=1.50, Synergy_Bliss=0.453, Synergy_Loewe=-0.743, Synergy_HSA=0.466. Drug 1: C1=CC(=CC=C1CCCC(=O)O)N(CCCl)CCCl. Cell line: MOLT-4. Drug 2: CCC1(CC2CC(C3=C(CCN(C2)C1)C4=CC=CC=C4N3)(C5=C(C=C6C(=C5)C78CCN9C7C(C=CC9)(C(C(C8N6C)(C(=O)OC)O)OC(=O)C)CC)OC)C(=O)OC)O.OS(=O)(=O)O. (4) Drug 1: CN1C2=C(C=C(C=C2)N(CCCl)CCCl)N=C1CCCC(=O)O.Cl. Drug 2: C(CC(=O)O)C(=O)CN.Cl. Cell line: HS 578T. Synergy scores: CSS=10.8, Synergy_ZIP=-3.43, Synergy_Bliss=-1.18, Synergy_Loewe=-14.1, Synergy_HSA=-0.471. (5) Drug 1: C1=NC(=NC(=O)N1C2C(C(C(O2)CO)O)O)N. Drug 2: CC12CCC3C(C1CCC2O)C(CC4=C3C=CC(=C4)O)CCCCCCCCCS(=O)CCCC(C(F)(F)F)(F)F. Cell line: HS 578T. Synergy scores: CSS=4.30, Synergy_ZIP=-1.31, Synergy_Bliss=3.87, Synergy_Loewe=3.21, Synergy_HSA=3.49. (6) Drug 1: C1=C(C(=O)NC(=O)N1)N(CCCl)CCCl. Drug 2: C#CCC(CC1=CN=C2C(=N1)C(=NC(=N2)N)N)C3=CC=C(C=C3)C(=O)NC(CCC(=O)O)C(=O)O. Cell line: A498. Synergy scores: CSS=13.8, Synergy_ZIP=-7.76, Synergy_Bliss=-3.92, Synergy_Loewe=-4.88, Synergy_HSA=-3.27.